This data is from NCI-60 drug combinations with 297,098 pairs across 59 cell lines. The task is: Regression. Given two drug SMILES strings and cell line genomic features, predict the synergy score measuring deviation from expected non-interaction effect. (1) Drug 1: CS(=O)(=O)C1=CC(=C(C=C1)C(=O)NC2=CC(=C(C=C2)Cl)C3=CC=CC=N3)Cl. Drug 2: CC1=C(C(CCC1)(C)C)C=CC(=CC=CC(=CC(=O)O)C)C. Cell line: UO-31. Synergy scores: CSS=53.9, Synergy_ZIP=10.3, Synergy_Bliss=9.45, Synergy_Loewe=11.9, Synergy_HSA=11.4. (2) Drug 1: CCCCC(=O)OCC(=O)C1(CC(C2=C(C1)C(=C3C(=C2O)C(=O)C4=C(C3=O)C=CC=C4OC)O)OC5CC(C(C(O5)C)O)NC(=O)C(F)(F)F)O. Drug 2: CC=C1C(=O)NC(C(=O)OC2CC(=O)NC(C(=O)NC(CSSCCC=C2)C(=O)N1)C(C)C)C(C)C. Cell line: COLO 205. Synergy scores: CSS=62.6, Synergy_ZIP=1.18, Synergy_Bliss=-0.435, Synergy_Loewe=-3.90, Synergy_HSA=-2.27. (3) Drug 1: C1CN1C2=NC(=NC(=N2)N3CC3)N4CC4. Drug 2: CN(C)N=NC1=C(NC=N1)C(=O)N. Cell line: HOP-92. Synergy scores: CSS=31.2, Synergy_ZIP=-11.4, Synergy_Bliss=-3.04, Synergy_Loewe=-6.10, Synergy_HSA=-1.29.